This data is from Forward reaction prediction with 1.9M reactions from USPTO patents (1976-2016). The task is: Predict the product of the given reaction. Given the reactants [Cl:1][C:2]1[N:7]=[C:6]([CH3:8])[N:5]=[C:4]2[NH:9][N:10]=[CH:11][C:3]=12.[O:12]1[CH:17]=[CH:16][CH2:15][CH2:14][CH2:13]1.CC1C=CC(S(O)(=O)=O)=CC=1, predict the reaction product. The product is: [Cl:1][C:2]1[N:7]=[C:6]([CH3:8])[N:5]=[C:4]2[N:9]([CH:13]3[CH2:14][CH2:15][CH2:16][CH2:17][O:12]3)[N:10]=[CH:11][C:3]=12.